From a dataset of Full USPTO retrosynthesis dataset with 1.9M reactions from patents (1976-2016). Predict the reactants needed to synthesize the given product. (1) Given the product [CH3:1][C:2]1[CH:7]=[CH:6][CH:5]=[CH:4][C:3]=1[C:8]1[C:9]2[CH:16]=[C:15]([CH2:17][O:18][C:19]3[CH:20]=[CH:21][C:22]([C@@H:25]([C:31]#[C:32][CH3:33])[CH2:26][C:27]([OH:29])=[O:28])=[CH:23][CH:24]=3)[CH:14]=[CH:13][C:10]=2[S:11][CH:12]=1, predict the reactants needed to synthesize it. The reactants are: [CH3:1][C:2]1[CH:7]=[CH:6][CH:5]=[CH:4][C:3]=1[C:8]1[C:9]2[CH:16]=[C:15]([CH2:17][O:18][C:19]3[CH:24]=[CH:23][C:22]([C@@H:25]([C:31]#[C:32][CH3:33])[CH2:26][C:27]([O:29]C)=[O:28])=[CH:21][CH:20]=3)[CH:14]=[CH:13][C:10]=2[S:11][CH:12]=1.[Li+].[OH-].Cl. (2) Given the product [CH3:30][N:12]([CH2:11][CH2:10][NH:9][CH3:7])[S:13]([C:16]1[CH:25]=[CH:24][C:23]2[NH:22][C:21](=[O:26])[C:20]3[NH:27][CH:28]=[CH:29][C:19]=3[C:18]=2[CH:17]=1)(=[O:14])=[O:15].[ClH:1].[CH2:32]([C:35]([OH:37])=[O:36])[CH2:33][CH3:34], predict the reactants needed to synthesize it. The reactants are: [ClH:1].C(O[C:7]([N:9](C)[CH2:10][CH2:11][N:12]([CH3:30])[S:13]([C:16]1[CH:25]=[CH:24][C:23]2[NH:22][C:21](=[O:26])[C:20]3[NH:27][CH:28]=[CH:29][C:19]=3[C:18]=2[CH:17]=1)(=[O:15])=[O:14])=O)(C)(C)C.[CH2:32]([C:35]([O-:37])=[O:36])[CH2:33][CH3:34]. (3) Given the product [F:14][C:7]1[CH:8]=[C:9]2[C:4](=[CH:5][CH:6]=1)[N:3]=[C:2]([C:22]1[CH:23]=[CH:24][CH:25]=[CH:26][C:21]=1[CH3:30])[C:11]([CH2:12][OH:13])=[CH:10]2, predict the reactants needed to synthesize it. The reactants are: Cl[C:2]1[C:11]([CH2:12][OH:13])=[CH:10][C:9]2[C:4](=[CH:5][CH:6]=[C:7]([F:14])[CH:8]=2)[N:3]=1.C([O-])([O-])=O.[K+].[K+].[C:21]1([CH3:30])[CH:26]=[CH:25][CH:24]=[CH:23][C:22]=1B(O)O. (4) Given the product [C:1]([O-:6])(=[O:5])[CH:2]([CH3:4])[OH:3].[CH2:21]([P+:12]([CH2:8][CH2:9][CH2:10][CH3:11])([CH2:13][CH2:14][CH2:15][CH3:16])[CH2:17][CH2:18][CH2:19][CH3:20])[CH2:22][CH2:23][CH3:24].[C:1]([OH:6])(=[O:5])[CH:2]([CH3:4])[OH:3], predict the reactants needed to synthesize it. The reactants are: [C:1]([OH:6])(=[O:5])[CH:2]([CH3:4])[OH:3].[OH-].[CH2:8]([P+:12]([CH2:21][CH2:22][CH2:23][CH3:24])([CH2:17][CH2:18][CH2:19][CH3:20])[CH2:13][CH2:14][CH2:15][CH3:16])[CH2:9][CH2:10][CH3:11]. (5) Given the product [NH2:1][C:2]1[C:3]([C:15]([NH:17][CH3:18])=[O:16])=[N:4][C:5]([C:8]2[CH:13]=[CH:12][CH:11]=[C:10]([NH:14][S:27]([CH3:26])(=[O:29])=[O:28])[CH:9]=2)=[CH:6][N:7]=1, predict the reactants needed to synthesize it. The reactants are: [NH2:1][C:2]1[C:3]([C:15]([NH:17][CH3:18])=[O:16])=[N:4][C:5]([C:8]2[CH:13]=[CH:12][CH:11]=[C:10]([NH2:14])[CH:9]=2)=[CH:6][N:7]=1.C(N(CC)CC)C.[CH3:26][S:27](Cl)(=[O:29])=[O:28].O. (6) Given the product [CH3:11][N:7]1[C:8]2[C:4](=[CH:3][C:2]([B:21]3[O:22][C:23]([CH3:25])([CH3:24])[C:19]([CH3:35])([CH3:18])[O:20]3)=[CH:10][CH:9]=2)[CH2:5][C:6]1=[O:12], predict the reactants needed to synthesize it. The reactants are: Br[C:2]1[CH:3]=[C:4]2[C:8](=[CH:9][CH:10]=1)[N:7]([CH3:11])[C:6](=[O:12])[CH2:5]2.CC([O-])=O.[K+].[CH3:18][C:19]1([CH3:35])[C:23]([CH3:25])([CH3:24])[O:22][B:21]([B:21]2[O:22][C:23]([CH3:25])([CH3:24])[C:19]([CH3:35])([CH3:18])[O:20]2)[O:20]1.O. (7) Given the product [Cl:40][C:39]1[C:34]([C:20]2[CH:21]=[CH:22][C:17]([C:16]([NH:15][C:10]3[CH:11]=[CH:12][CH:13]=[CH:14][C:9]=3[NH:8][C:6](=[O:7])[O:5][C:1]([CH3:3])([CH3:2])[CH3:4])=[O:32])=[CH:18][CH:19]=2)=[N:35][CH:36]=[CH:37][CH:38]=1, predict the reactants needed to synthesize it. The reactants are: [C:1]([O:5][C:6]([NH:8][C:9]1[CH:14]=[CH:13][CH:12]=[CH:11][C:10]=1[NH:15][C:16](=[O:32])[C:17]1[CH:22]=[CH:21][C:20](B2OC(C)(C)C(C)(C)O2)=[CH:19][CH:18]=1)=[O:7])([CH3:4])([CH3:3])[CH3:2].Cl[C:34]1[C:39]([Cl:40])=[CH:38][CH:37]=[CH:36][N:35]=1.C(=O)([O-])O.[Na+]. (8) The reactants are: Cl[C:2]1[N:7]=[CH:6][N:5]=[C:4]([O:8][C:9]2[CH:18]=[C:17]3[C:12]([CH:13]=[CH:14][CH:15]=[N:16]3)=[CH:11][CH:10]=2)[CH:3]=1.CO[CH2:21][CH2:22]OC.C(=O)([O-])[O-].[Na+].[Na+]. Given the product [N:5]1[CH:22]=[CH:21][CH:2]=[C:3]([C:2]2[N:7]=[CH:6][N:5]=[C:4]([O:8][C:9]3[CH:18]=[C:17]4[C:12]([CH:13]=[CH:14][CH:15]=[N:16]4)=[CH:11][CH:10]=3)[CH:3]=2)[CH:4]=1, predict the reactants needed to synthesize it. (9) The reactants are: [Br:1][C:2]1[CH:7]=[CH:6][C:5]([CH2:8][CH2:9][C:10]([NH:12][CH2:13][C@H:14]([OH:21])[C:15]2[CH:16]=[N:17][CH:18]=[CH:19][CH:20]=2)=O)=[CH:4][CH:3]=1.[B].CSC.CO.Cl. Given the product [Br:1][C:2]1[CH:3]=[CH:4][C:5]([CH2:8][CH2:9][CH2:10][NH:12][CH2:13][C@@H:14]([C:15]2[CH:16]=[N:17][CH:18]=[CH:19][CH:20]=2)[OH:21])=[CH:6][CH:7]=1, predict the reactants needed to synthesize it. (10) The reactants are: [CH3:1][C:2]1[N:6]([C:7]2[CH:12]=[CH:11][CH:10]=[C:9]([O:13][C:14]([F:17])([F:16])[F:15])[CH:8]=2)[N:5]=[C:4]([C:18]2[CH:23]=[CH:22][N:21]=[CH:20][CH:19]=2)[C:3]=1[C:24]([OH:26])=O.CCN(C(C)C)C(C)C.CN(C(ON1N=NC2C=CC=NC1=2)=[N+](C)C)C.F[P-](F)(F)(F)(F)F.[N:60]1([CH:65]2[CH2:70][CH2:69][NH:68][CH2:67][CH2:66]2)[CH2:64][CH2:63][CH2:62][CH2:61]1. Given the product [CH3:1][C:2]1[N:6]([C:7]2[CH:12]=[CH:11][CH:10]=[C:9]([O:13][C:14]([F:16])([F:15])[F:17])[CH:8]=2)[N:5]=[C:4]([C:18]2[CH:23]=[CH:22][N:21]=[CH:20][CH:19]=2)[C:3]=1[C:24]([N:68]1[CH2:69][CH2:70][CH:65]([N:60]2[CH2:64][CH2:63][CH2:62][CH2:61]2)[CH2:66][CH2:67]1)=[O:26], predict the reactants needed to synthesize it.